This data is from Peptide-MHC class II binding affinity with 134,281 pairs from IEDB. The task is: Regression. Given a peptide amino acid sequence and an MHC pseudo amino acid sequence, predict their binding affinity value. This is MHC class II binding data. (1) The peptide sequence is NLTNLLSARKLDSSK. The MHC is DRB1_1501 with pseudo-sequence DRB1_1501. The binding affinity (normalized) is 0.413. (2) The peptide sequence is EVELREHGSDEWVAM. The MHC is DRB1_1101 with pseudo-sequence DRB1_1101. The binding affinity (normalized) is 0.0353. (3) The peptide sequence is GELQIVDKIDAVFKI. The MHC is DRB4_0101 with pseudo-sequence DRB4_0103. The binding affinity (normalized) is 0.667. (4) The peptide sequence is KKRNLTIMDLHPGSG. The MHC is DRB1_0404 with pseudo-sequence DRB1_0404. The binding affinity (normalized) is 0.282.